Dataset: Forward reaction prediction with 1.9M reactions from USPTO patents (1976-2016). Task: Predict the product of the given reaction. (1) Given the reactants [Br:1][C:2]1[CH:10]=[CH:9][CH:8]=[C:7]2[C:3]=1[CH2:4][CH2:5]/[C:6]/2=[N:11]\[S@:12]([C:14]([CH3:17])([CH3:16])[CH3:15])=[O:13].C1COCC1.[BH4-].[Na+], predict the reaction product. The product is: [Br:1][C:2]1[CH:10]=[CH:9][CH:8]=[C:7]2[C:3]=1[CH2:4][CH2:5][C@@H:6]2[NH:11][S@:12]([C:14]([CH3:17])([CH3:16])[CH3:15])=[O:13]. (2) Given the reactants Cl[C:2]1[C:11]2[C:6](=[CH:7][CH:8]=[C:9]([CH3:12])[CH:10]=2)[N:5]=[C:4]([N:13]2[CH2:19][C:18]3[CH:20]=[CH:21][CH:22]=[CH:23][C:17]=3[S:16](=[O:25])(=[O:24])[CH2:15][CH2:14]2)[CH:3]=1.[O:26]1[CH2:31][CH2:30][CH:29]([NH2:32])[CH2:28][CH2:27]1, predict the reaction product. The product is: [O:24]=[S:16]1(=[O:25])[C:17]2[CH:23]=[CH:22][CH:21]=[CH:20][C:18]=2[CH2:19][N:13]([C:4]2[CH:3]=[C:2]([NH:32][CH:29]3[CH2:30][CH2:31][O:26][CH2:27][CH2:28]3)[C:11]3[C:6](=[CH:7][CH:8]=[C:9]([CH3:12])[CH:10]=3)[N:5]=2)[CH2:14][CH2:15]1. (3) The product is: [CH3:41][O:40][C:37]1[CH:38]=[CH:39][C:34]([C@@H:32]([N:30]2[CH2:31][C@H:27]([C@H:25]([O:23][C:15]3[N:14]=[C:13]([C:5]4[CH:4]=[C:3]([O:2][CH3:1])[C:8]([O:9][CH3:10])=[C:7]([O:11][CH3:12])[CH:6]=4)[CH:22]=[C:21]4[C:16]=3[CH:17]=[CH:18][CH:19]=[N:20]4)[CH3:26])[CH2:28][C:29]2=[O:42])[CH3:33])=[CH:35][CH:36]=1. Given the reactants [CH3:1][O:2][C:3]1[CH:4]=[C:5]([C:13]2[N:14]=[C:15]([OH:23])[C:16]3[CH:17]=[CH:18][CH:19]=[N:20][C:21]=3[CH:22]=2)[CH:6]=[C:7]([O:11][CH3:12])[C:8]=1[O:9][CH3:10].O[C@H:25]([C@H:27]1[CH2:31][N:30]([C@H:32]([C:34]2[CH:39]=[CH:38][C:37]([O:40][CH3:41])=[CH:36][CH:35]=2)[CH3:33])[C:29](=[O:42])[CH2:28]1)[CH3:26].C1(P(C2C=CC=CC=2)C2C=CC=CC=2)C=CC=CC=1.CC(OC(/N=N/C(OC(C)C)=O)=O)C, predict the reaction product.